This data is from Full USPTO retrosynthesis dataset with 1.9M reactions from patents (1976-2016). The task is: Predict the reactants needed to synthesize the given product. (1) Given the product [Cl:19][C:2]1[C:3]([C:12]([O:14][CH3:15])=[O:13])=[N:4][C:5]2[C:10]([N:11]=1)=[CH:9][CH:8]=[CH:7][CH:6]=2, predict the reactants needed to synthesize it. The reactants are: O[C:2]1[C:3]([C:12]([O:14][CH3:15])=[O:13])=[N:4][C:5]2[C:10]([N:11]=1)=[CH:9][CH:8]=[CH:7][CH:6]=2.N.P(Cl)(Cl)([Cl:19])=O. (2) Given the product [C:15]([N:9]1[C:10]([C:11]([F:14])([F:13])[F:12])=[C:6]([C:4]([OH:5])=[O:3])[C:7]([CH:19]([F:21])[F:20])=[N:8]1)([CH3:18])([CH3:16])[CH3:17], predict the reactants needed to synthesize it. The reactants are: C([O:3][C:4]([C:6]1[C:7]([CH:19]([F:21])[F:20])=[N:8][N:9]([C:15]([CH3:18])([CH3:17])[CH3:16])[C:10]=1[C:11]([F:14])([F:13])[F:12])=[O:5])C.[OH-].[Na+].